Dataset: Full USPTO retrosynthesis dataset with 1.9M reactions from patents (1976-2016). Task: Predict the reactants needed to synthesize the given product. Given the product [ClH:13].[ClH:13].[CH2:14]([O:16][C:17]1[CH:18]=[C:19]([C:26]2[C@@H:35]3[C@@H:30]([CH2:31][CH:32]=[CH:33][CH2:34]3)[C:29](=[O:36])[N:28]([C:37]3[CH:38]=[CH:39][C:40]([C:43]([N:9]4[CH2:8][CH2:7][N:6]([CH2:5][CH2:4][CH2:3][N:2]([CH3:1])[CH3:12])[CH2:11][CH2:10]4)=[O:44])=[CH:41][CH:42]=3)[N:27]=2)[CH:20]=[CH:21][C:22]=1[O:23][CH2:24][CH3:25])[CH3:15], predict the reactants needed to synthesize it. The reactants are: [CH3:1][N:2]([CH3:12])[CH2:3][CH2:4][CH2:5][N:6]1[CH2:11][CH2:10][NH:9][CH2:8][CH2:7]1.[ClH:13].[CH2:14]([O:16][C:17]1[CH:18]=[C:19]([C:26]2[C@@H:35]3[C@@H:30]([CH2:31][CH:32]=[CH:33][CH2:34]3)[C:29](=[O:36])[N:28]([C:37]3[CH:42]=[CH:41][C:40]([C:43](N4CCN(C5C=CC=CC=5)CC4)=[O:44])=[CH:39][CH:38]=3)[N:27]=2)[CH:20]=[CH:21][C:22]=1[O:23][CH2:24][CH3:25])[CH3:15].